Dataset: Experimentally validated miRNA-target interactions with 360,000+ pairs, plus equal number of negative samples. Task: Binary Classification. Given a miRNA mature sequence and a target amino acid sequence, predict their likelihood of interaction. (1) The miRNA is hsa-miR-6770-3p with sequence CUGGCGGCUGUGUCUUCACAG. The protein sequence of the target gene is MASRDSNHAGESFLGSDGDEEATRELETEEESEGEEDETAAESEEEPDSRLSDQDEEGKIKQEYIISDPSFSMVTVQREDSGITWETNSSRSSTPWASEESQTSGVCSREGSTVNSPPGNVSFIVDEVKKVRKRTHKSKHGSPSLRRKGNRKRNSFESQDVPTNKKGSPLTSASQVLTTEKEKSYTGIYDKARKKKTTSNTPPITGAIYKEHKPLVLRPVYIGTVQYKIKMFNSVKEELIPLQFYGTLPKGYVIKEIHYRKGKDASISLEPDLDNSGSNTVSKTRKLVAQSIEDKVKEVF.... Result: 0 (no interaction). (2) The miRNA is hsa-miR-3120-3p with sequence CACAGCAAGUGUAGACAGGCA. The protein sequence of the target gene is MAAVKASTSKATRPWYSHPVYARYWQHYHQAMAWMQSHHNAYRKAVESCFNLPWYLPSALLPQSSYDNEAAYPQSFYDHHVAWQDYPCSSSHFRRSGQHPRYSSRIQASTKEDQALSKEEEMETESDAEVECDLSNMEITEELRQYFAETERHREERRRQQQLDAERLDSYVNADHDLYCNTRRSVEAPTERPGERRQAEMKRLYGDSAAKIQAMEAAVQLSFDKHCDRKQPKYWPVIPLKF. Result: 0 (no interaction). (3) The miRNA is hsa-miR-5685 with sequence ACAGCCCAGCAGUUAUCACGGG. The protein sequence of the target gene is MSGRVGDLSPKQAETLAKFRENVQDVLPALPNPDDYFLLRWLRARNFDLQKSEALLRKYMEFRKTMDIDHILDWQPPEVIQKYMPGGLCGYDRDGCPVWYDIIGPLDPKGLLFSVTKQDLLKTKMRDCERILHECDLQTERLGKKIETIVMIFDCEGLGLKHFWKPLVEVYQEFFGLLEENYPETLKFMLIVKATKLFPVGYNLMKPFLSEDTRRKIIVLGNNWKEGLLKLISPEELPAQFGGTLTDPDGNPKCLTKINYGGEIPKSMYVRDQVKTQYEHSVQINRGSSHQVEYEILFPG.... Result: 1 (interaction).